This data is from Catalyst prediction with 721,799 reactions and 888 catalyst types from USPTO. The task is: Predict which catalyst facilitates the given reaction. (1) Reactant: [CH3:1][N:2]([C:10]1[C:19]2[C:14](=[CH:15][CH:16]=[CH:17][CH:18]=2)[N:13]=[C:12]([CH3:20])[N:11]=1)[C:3]1[CH:8]=[CH:7][C:6]([NH2:9])=[CH:5][CH:4]=1.CCN(CC)CC.[CH3:28][S:29](Cl)(=[O:31])=[O:30]. Product: [CH3:1][N:2]([C:10]1[C:19]2[C:14](=[CH:15][CH:16]=[CH:17][CH:18]=2)[N:13]=[C:12]([CH3:20])[N:11]=1)[C:3]1[CH:4]=[CH:5][C:6]([NH:9][S:29]([CH3:28])(=[O:31])=[O:30])=[CH:7][CH:8]=1. The catalyst class is: 2. (2) Reactant: [F:1][C:2]1[CH:27]=[CH:26][CH:25]=[C:24]([F:28])[C:3]=1[C:4]([NH:6][C:7]1[CH:11]=[CH:10][N:9]([CH2:12][C:13]2[CH:18]=[CH:17][C:16]([OH:19])=[CH:15][C:14]=2[C:20]([F:23])([F:22])[F:21])[N:8]=1)=[O:5].[C:29](=[O:32])([O-])[O-:30].[Cs+].[Cs+].Br.Br[CH2:37][C:38]1[CH:43]=[CH:42][N:41]=[CH:40][CH:39]=1. Product: [F:21][C:20]([F:23])([F:22])[C:29]([OH:30])=[O:32].[F:28][C:24]1[CH:25]=[CH:26][CH:27]=[C:2]([F:1])[C:3]=1[C:4]([NH:6][C:7]1[CH:11]=[CH:10][N:9]([CH2:12][C:13]2[CH:18]=[CH:17][C:16]([O:19][CH2:37][C:38]3[CH:43]=[CH:42][N:41]=[CH:40][CH:39]=3)=[CH:15][C:14]=2[C:20]([F:23])([F:21])[F:22])[N:8]=1)=[O:5]. The catalyst class is: 16. (3) Reactant: [CH3:1][O:2][C:3]1[CH:4]=[C:5]2[C:9](=[CH:10][C:11]=1[O:12][CH3:13])[C:8](=[O:14])[CH2:7][CH2:6]2.[N:15]1[CH:20]=[CH:19][C:18]([CH:21]=O)=[CH:17][CH:16]=1.C1(C)C=CC(S(O)(=O)=O)=CC=1.C(=O)([O-])[O-].[Na+].[Na+]. Product: [CH3:1][O:2][C:3]1[CH:4]=[C:5]2[C:9](=[CH:10][C:11]=1[O:12][CH3:13])[C:8](=[O:14])[C:7](=[CH:21][C:18]1[CH:19]=[CH:20][N:15]=[CH:16][CH:17]=1)[CH2:6]2. The catalyst class is: 11. (4) Reactant: [F:1][C:2]([F:14])([F:13])[C:3]([OH:12])([C:8]([F:11])([F:10])[F:9])[CH2:4][CH:5]([OH:7])[CH3:6].N1C=CC=CC=1.[F:21][C:22](=[CH2:26])[C:23](F)=[O:24].C(OC(C)C)(C)C. Product: [F:21][C:22](=[CH2:26])[C:23]([O:7][CH:5]([CH2:4][C:3]([OH:12])([C:8]([F:10])([F:11])[F:9])[C:2]([F:13])([F:14])[F:1])[CH3:6])=[O:24]. The catalyst class is: 90. (5) Reactant: Br[C:2]1[CH:3]=[C:4]([CH:7]=[CH:8][C:9]=1[CH3:10])[CH:5]=[O:6].[B:11]1([B:11]2[O:15][C:14]([CH3:17])([CH3:16])[C:13]([CH3:19])([CH3:18])[O:12]2)[O:15][C:14]([CH3:17])([CH3:16])[C:13]([CH3:19])([CH3:18])[O:12]1.C([O-])(=O)C.[K+]. Product: [CH3:10][C:9]1[CH:8]=[CH:7][C:4]([CH:5]=[O:6])=[CH:3][C:2]=1[B:11]1[O:15][C:14]([CH3:17])([CH3:16])[C:13]([CH3:19])([CH3:18])[O:12]1. The catalyst class is: 613. (6) Reactant: C([N-]C(C)C)(C)C.[Li+].CO[CH:11](OC)[CH2:12][CH2:13][C:14]#[N:15].[CH3:18][O:19][C:20]1[CH:21]=[C:22]([CH:25]=[C:26]([O:30][CH3:31])[C:27]=1[O:28][CH3:29])[CH:23]=O.[Cl-].[NH4+]. Product: [CH3:18][O:19][C:20]1[C:27]([O:28][CH3:29])=[C:26]([O:30][CH3:31])[CH:25]=[C:22]2[C:21]=1[CH:11]=[CH:12][C:13]([C:14]#[N:15])=[CH:23]2. The catalyst class is: 1. (7) Reactant: [CH2:1]([O:3][C:4](=[O:26])[CH2:5][N:6]1[C:14]2[CH2:13][CH2:12][CH2:11][CH:10]([NH:15][S:16]([C:19]3[CH:24]=[CH:23][CH:22]=[C:21]([NH2:25])[CH:20]=3)(=[O:18])=[O:17])[C:9]=2[CH:8]=[N:7]1)[CH3:2].[C:27](Cl)(=[O:29])[CH3:28].C(N(CC)CC)C. Product: [CH2:1]([O:3][C:4](=[O:26])[CH2:5][N:6]1[C:14]2[CH2:13][CH2:12][CH2:11][CH:10]([NH:15][S:16]([C:19]3[CH:24]=[CH:23][CH:22]=[C:21]([NH:25][C:27](=[O:29])[CH3:28])[CH:20]=3)(=[O:18])=[O:17])[C:9]=2[CH:8]=[N:7]1)[CH3:2]. The catalyst class is: 7.